This data is from Catalyst prediction with 721,799 reactions and 888 catalyst types from USPTO. The task is: Predict which catalyst facilitates the given reaction. (1) Reactant: C[O:2][C:3](=O)[CH2:4][O:5][C:6]1[CH:7]=[N:8][C:9]([C:12]2[CH:17]=[CH:16][CH:15]=[CH:14][C:13]=2[F:18])=[CH:10][CH:11]=1.[BH4-].[Li+].O. Product: [F:18][C:13]1[CH:14]=[CH:15][CH:16]=[CH:17][C:12]=1[C:9]1[N:8]=[CH:7][C:6]([O:5][CH2:4][CH2:3][OH:2])=[CH:11][CH:10]=1. The catalyst class is: 1. (2) Reactant: [ClH:1].[C:2]1([C@@H:8]2[CH2:10][C@H:9]2[NH:11][CH2:12][C:13]2[CH:20]=[CH:19][C:16]([C:17]#[N:18])=[CH:15][CH:14]=2)[CH:7]=[CH:6][CH:5]=[CH:4][CH:3]=1. Product: [ClH:1].[C:2]1([C@@H:8]2[CH2:10][C@H:9]2[NH:11][CH2:12][C:13]2[CH:14]=[CH:15][C:16]([C:17]#[N:18])=[CH:19][CH:20]=2)[CH:3]=[CH:4][CH:5]=[CH:6][CH:7]=1. The catalyst class is: 28. (3) Reactant: C[O-].[Na+].Cl.[NH2:5][OH:6].C[O:8][C:9](=O)[CH2:10][CH2:11][CH2:12][CH2:13][CH2:14][NH:15][C:16](=[O:30])/[CH:17]=[CH:18]/[CH:19]=[CH:20]/[C:21]1[CH:26]=[CH:25][CH:24]=[CH:23][C:22]=1[N+:27]([O-:29])=[O:28]. Product: [OH:6][NH:5][C:9]([CH2:10][CH2:11][CH2:12][CH2:13][CH2:14][NH:15][C:16](=[O:30])/[CH:17]=[CH:18]/[CH:19]=[CH:20]/[C:21]1[CH:26]=[CH:25][CH:24]=[CH:23][C:22]=1[N+:27]([O-:29])=[O:28])=[O:8]. The catalyst class is: 5. (4) Reactant: [Br:1][C:2]1[CH:7]=[CH:6][C:5]([CH2:8][C:9](=O)[CH3:10])=[CH:4][CH:3]=1.[C:12]([CH2:14][C:15]([O:17][CH2:18][CH3:19])=[O:16])#[N:13].C([O-])(=O)C.[NH4+].C(O)(=O)C. Product: [Br:1][C:2]1[CH:7]=[CH:6][C:5]([CH2:8]/[C:9](/[CH3:10])=[C:14](\[C:12]#[N:13])/[C:15]([O:17][CH2:18][CH3:19])=[O:16])=[CH:4][CH:3]=1. The catalyst class is: 11.